Dataset: Forward reaction prediction with 1.9M reactions from USPTO patents (1976-2016). Task: Predict the product of the given reaction. (1) Given the reactants Cl.[Cl:2][C:3]1[CH:8]=[CH:7][C:6]([C:9]23[CH:14]([CH:15]=[N:16][O:17][CH3:18])[CH:13]2[CH2:12][N:11](C(OC(C)(C)C)=O)[CH2:10]3)=[CH:5][CH:4]=1.CCCCCC, predict the reaction product. The product is: [ClH:2].[CH3:18][O:17][N:16]=[CH:15][CH:14]1[C:9]2([C:6]3[CH:7]=[CH:8][C:3]([Cl:2])=[CH:4][CH:5]=3)[CH:13]1[CH2:12][NH:11][CH2:10]2. (2) Given the reactants [Cl:1][C:2]1[CH:7]=[CH:6][C:5]([S:8][CH2:9][CH2:10][NH2:11])=[CH:4][CH:3]=1.[O:12]1[CH2:17][CH2:16][CH:15]([C:18](O)=[O:19])[CH2:14][CH2:13]1.C(Cl)CCl.C1C=NC2N(O)N=NC=2C=1, predict the reaction product. The product is: [Cl:1][C:2]1[CH:3]=[CH:4][C:5]([S:8][CH2:9][CH2:10][NH:11][C:18]([CH:15]2[CH2:16][CH2:17][O:12][CH2:13][CH2:14]2)=[O:19])=[CH:6][CH:7]=1. (3) Given the reactants C[N:2]([CH3:19])[CH:3]=[CH:4][C:5]([C:7]1[CH:8]=[C:9]([N:13]2[CH2:17][CH2:16][CH2:15][C:14]2=[O:18])[CH:10]=[CH:11][CH:12]=1)=O.NC1[C:25]([C:26]([C:28]2[O:29][CH:30]=[CH:31][CH:32]=2)=[O:27])=[CH:24][NH:23][N:22]=1, predict the reaction product. The product is: [O:29]1[CH:30]=[CH:31][CH:32]=[C:28]1[C:26]([C:25]1[CH:24]=[N:23][N:22]2[C:5]([C:7]3[CH:8]=[C:9]([N:13]4[CH2:17][CH2:16][CH2:15][C:14]4=[O:18])[CH:10]=[CH:11][CH:12]=3)=[CH:4][CH:3]=[N:2][C:19]=12)=[O:27].